From a dataset of NCI-60 drug combinations with 297,098 pairs across 59 cell lines. Regression. Given two drug SMILES strings and cell line genomic features, predict the synergy score measuring deviation from expected non-interaction effect. (1) Drug 1: CN1C(=O)N2C=NC(=C2N=N1)C(=O)N. Drug 2: CN1C2=C(C=C(C=C2)N(CCCl)CCCl)N=C1CCCC(=O)O.Cl. Cell line: NCIH23. Synergy scores: CSS=0.887, Synergy_ZIP=-1.15, Synergy_Bliss=-0.478, Synergy_Loewe=-3.25, Synergy_HSA=-1.75. (2) Drug 1: CN(CC1=CN=C2C(=N1)C(=NC(=N2)N)N)C3=CC=C(C=C3)C(=O)NC(CCC(=O)O)C(=O)O. Drug 2: CN1C(=O)N2C=NC(=C2N=N1)C(=O)N. Cell line: HL-60(TB). Synergy scores: CSS=55.3, Synergy_ZIP=-0.344, Synergy_Bliss=-0.944, Synergy_Loewe=-25.7, Synergy_HSA=0.511. (3) Drug 1: CN(C)C1=NC(=NC(=N1)N(C)C)N(C)C. Drug 2: C1C(C(OC1N2C=NC3=C(N=C(N=C32)Cl)N)CO)O. Cell line: T-47D. Synergy scores: CSS=-5.72, Synergy_ZIP=1.51, Synergy_Bliss=-2.35, Synergy_Loewe=-7.18, Synergy_HSA=-6.52. (4) Drug 1: C1CCC(C1)C(CC#N)N2C=C(C=N2)C3=C4C=CNC4=NC=N3. Drug 2: C1=C(C(=O)NC(=O)N1)N(CCCl)CCCl. Cell line: MALME-3M. Synergy scores: CSS=14.2, Synergy_ZIP=-5.53, Synergy_Bliss=3.19, Synergy_Loewe=-2.11, Synergy_HSA=1.96. (5) Drug 2: C1CN1P(=S)(N2CC2)N3CC3. Synergy scores: CSS=65.3, Synergy_ZIP=-0.850, Synergy_Bliss=-1.19, Synergy_Loewe=-8.16, Synergy_HSA=0.850. Drug 1: COC1=CC(=CC(=C1O)OC)C2C3C(COC3=O)C(C4=CC5=C(C=C24)OCO5)OC6C(C(C7C(O6)COC(O7)C8=CC=CS8)O)O. Cell line: CCRF-CEM. (6) Drug 1: CC1=C(C(CCC1)(C)C)C=CC(=CC=CC(=CC(=O)O)C)C. Drug 2: CC1=C(C(=CC=C1)Cl)NC(=O)C2=CN=C(S2)NC3=CC(=NC(=N3)C)N4CCN(CC4)CCO. Cell line: HT29. Synergy scores: CSS=22.1, Synergy_ZIP=-1.02, Synergy_Bliss=1.81, Synergy_Loewe=0.538, Synergy_HSA=5.65. (7) Drug 1: CC1OCC2C(O1)C(C(C(O2)OC3C4COC(=O)C4C(C5=CC6=C(C=C35)OCO6)C7=CC(=C(C(=C7)OC)O)OC)O)O. Drug 2: CC1=C(C(=O)C2=C(C1=O)N3CC4C(C3(C2COC(=O)N)OC)N4)N. Cell line: RXF 393. Synergy scores: CSS=20.9, Synergy_ZIP=0.699, Synergy_Bliss=8.86, Synergy_Loewe=4.95, Synergy_HSA=6.31. (8) Drug 1: CCC(=C(C1=CC=CC=C1)C2=CC=C(C=C2)OCCN(C)C)C3=CC=CC=C3.C(C(=O)O)C(CC(=O)O)(C(=O)O)O. Synergy scores: CSS=4.04, Synergy_ZIP=0.834, Synergy_Bliss=0.180, Synergy_Loewe=-13.4, Synergy_HSA=0.0666. Cell line: DU-145. Drug 2: CCN(CC)CCCC(C)NC1=C2C=C(C=CC2=NC3=C1C=CC(=C3)Cl)OC. (9) Drug 1: CC(C1=C(C=CC(=C1Cl)F)Cl)OC2=C(N=CC(=C2)C3=CN(N=C3)C4CCNCC4)N. Drug 2: CNC(=O)C1=NC=CC(=C1)OC2=CC=C(C=C2)NC(=O)NC3=CC(=C(C=C3)Cl)C(F)(F)F. Cell line: NCI-H522. Synergy scores: CSS=18.4, Synergy_ZIP=-9.36, Synergy_Bliss=-2.92, Synergy_Loewe=-4.38, Synergy_HSA=-4.33. (10) Cell line: SNB-19. Synergy scores: CSS=30.5, Synergy_ZIP=3.26, Synergy_Bliss=3.39, Synergy_Loewe=-31.9, Synergy_HSA=1.64. Drug 2: CC1=C(C(=O)C2=C(C1=O)N3CC4C(C3(C2COC(=O)N)OC)N4)N. Drug 1: CN1C2=C(C=C(C=C2)N(CCCl)CCCl)N=C1CCCC(=O)O.Cl.